Dataset: Peptide-MHC class I binding affinity with 185,985 pairs from IEDB/IMGT. Task: Regression. Given a peptide amino acid sequence and an MHC pseudo amino acid sequence, predict their binding affinity value. This is MHC class I binding data. The peptide sequence is MLDTSEKYSK. The MHC is HLA-A68:01 with pseudo-sequence HLA-A68:01. The binding affinity (normalized) is 0.226.